This data is from Forward reaction prediction with 1.9M reactions from USPTO patents (1976-2016). The task is: Predict the product of the given reaction. (1) Given the reactants [CH:1]([C:4]1[N:5]=[C:6]([CH2:9][CH2:10][C:11]2[CH:16]=[CH:15][N:14]=[C:13]([NH2:17])[CH:12]=2)[S:7][CH:8]=1)([CH3:3])[CH3:2].CN([CH:21]=[C:22]([C:30](OCC)=[O:31])[CH:23]=[CH:24][C:25]([O:27][CH2:28][CH3:29])=[O:26])C.BrC1C=CC=CC=1, predict the reaction product. The product is: [CH:1]([C:4]1[N:5]=[C:6]([CH2:9][CH2:10][C:11]2[CH:16]=[CH:15][N:14]3[C:30](=[O:31])[C:22](/[CH:23]=[CH:24]/[C:25]([O:27][CH2:28][CH3:29])=[O:26])=[CH:21][N:17]=[C:13]3[CH:12]=2)[S:7][CH:8]=1)([CH3:3])[CH3:2]. (2) Given the reactants [N:1]1[CH:6]=[CH:5][C:4]([S:7][CH2:8][C:9]2[CH:15]=[CH:14][C:12]([NH2:13])=[CH:11][CH:10]=2)=[CH:3][CH:2]=1.C1(N[C:23](=O)[O-:24])C=CC=CC=1.[CH3:26][O:27][C:28]1[CH:29]=[C:30]2[C:34](=[CH:35][C:36]=1[C:37]([F:40])([F:39])[F:38])[NH:33][CH2:32][CH2:31]2, predict the reaction product. The product is: [CH3:26][O:27][C:28]1[CH:29]=[C:30]2[C:34](=[CH:35][C:36]=1[C:37]([F:40])([F:38])[F:39])[N:33]([C:23](=[O:24])[NH:13][C:12]1[CH:11]=[CH:10][C:9]([CH2:8][S:7][C:4]3[CH:3]=[CH:2][N:1]=[CH:6][CH:5]=3)=[CH:15][CH:14]=1)[CH2:32][CH2:31]2.